From a dataset of Reaction yield outcomes from USPTO patents with 853,638 reactions. Predict the reaction yield, written as a fraction of the theoretical maximum amount of product (1.0 means a 100% yield; for example, 0.34 means a 34% yield). The reactants are [F:1][C:2]1[CH:10]=[C:9]2[C:5]([C:6]([C:20]3[CH:21]=[CH:22][C:23]([NH:26]CCCN)=[N:24][CH:25]=3)=[CH:7][N:8]2[S:11]([C:14]2[CH:19]=[CH:18][CH:17]=[CH:16][CH:15]=2)(=[O:13])=[O:12])=[CH:4][CH:3]=1.ClC1[N:37]=[CH:36][C:35](C2C3C(=CC(F)=CC=3)N(S(C3C=CC=CC=3)(=O)=O)C=2)=CC=1.C(N)CN. No catalyst specified. The product is [F:1][C:2]1[CH:10]=[C:9]2[C:5]([C:6]([C:20]3[CH:21]=[CH:22][C:23]([NH:26][CH2:35][CH2:36][NH2:37])=[N:24][CH:25]=3)=[CH:7][N:8]2[S:11]([C:14]2[CH:15]=[CH:16][CH:17]=[CH:18][CH:19]=2)(=[O:12])=[O:13])=[CH:4][CH:3]=1. The yield is 0.950.